This data is from Forward reaction prediction with 1.9M reactions from USPTO patents (1976-2016). The task is: Predict the product of the given reaction. (1) Given the reactants [C:1]([O:4][CH:5]1[C:9]2=[N:10][CH:11]=[C:12]([NH2:37])[C:13]([N:14]3[CH2:19][C@H:18]([CH3:20])[C@@H:17]([O:21][Si:22]([C:25]([CH3:28])([CH3:27])[CH3:26])([CH3:24])[CH3:23])[C@H:16]([NH:29][C:30]([O:32][C:33]([CH3:36])([CH3:35])[CH3:34])=[O:31])[CH2:15]3)=[C:8]2[CH2:7][CH2:6]1)(=[O:3])[CH3:2].[F:38][C:39]1[CH:44]=[C:43]([CH2:45][O:46][CH3:47])[CH:42]=[C:41]([F:48])[C:40]=1[C:49]1[N:54]=[C:53]([C:55](O)=[O:56])[CH:52]=[CH:51][C:50]=1[F:58].CN(C(ON1N=NC2C=CC=NC1=2)=[N+](C)C)C.F[P-](F)(F)(F)(F)F.CCN(C(C)C)C(C)C, predict the reaction product. The product is: [C:1]([O:4][CH:5]1[C:9]2=[N:10][CH:11]=[C:12]([NH:37][C:55]([C:53]3[CH:52]=[CH:51][C:50]([F:58])=[C:49]([C:40]4[C:39]([F:38])=[CH:44][C:43]([CH2:45][O:46][CH3:47])=[CH:42][C:41]=4[F:48])[N:54]=3)=[O:56])[C:13]([N:14]3[CH2:19][C@H:18]([CH3:20])[C@@H:17]([O:21][Si:22]([C:25]([CH3:27])([CH3:26])[CH3:28])([CH3:24])[CH3:23])[C@H:16]([NH:29][C:30]([O:32][C:33]([CH3:36])([CH3:35])[CH3:34])=[O:31])[CH2:15]3)=[C:8]2[CH2:7][CH2:6]1)(=[O:3])[CH3:2]. (2) Given the reactants Br[C:2]1[CH:7]=CC(CC#N)=C(OCC)[CH:3]=1.C1(O)C=CC=CC=1.[Br:21][C:22]1[CH:27]=[CH:26][C:25]([OH:28])=[C:24]([CH3:29])[CH:23]=1.C([O-])([O-])=O.[K+].[K+].IC(C)C, predict the reaction product. The product is: [Br:21][C:22]1[CH:27]=[CH:26][C:25]([O:28][CH:2]([CH3:7])[CH3:3])=[C:24]([CH3:29])[CH:23]=1. (3) Given the reactants [Cl:1][C:2]1[C:3]([C:9]([F:12])([F:11])[F:10])=[C:4]([NH2:8])[CH:5]=[CH:6][CH:7]=1.N1C=CC=CC=1O[C:20](=[S:28])OC1C=CC=CN=1, predict the reaction product. The product is: [Cl:1][C:2]1[CH:7]=[CH:6][CH:5]=[C:4]([N:8]=[C:20]=[S:28])[C:3]=1[C:9]([F:10])([F:11])[F:12]. (4) The product is: [Cl:5][C:6]1[CH:11]=[CH:10][C:9]([N+:12]([O-:14])=[O:13])=[CH:8][C:7]=1[S:15]([NH2:25])(=[O:18])=[O:16]. Given the reactants S(Cl)(Cl)=O.[Cl:5][C:6]1[CH:11]=[CH:10][C:9]([N+:12]([O-:14])=[O:13])=[CH:8][C:7]=1[S:15]([OH:18])(=O)=[O:16].S(Cl)(Cl)(=O)=O.[OH-].[NH4+:25], predict the reaction product. (5) Given the reactants [OH:1][C:2]1[CH:3]=[C:4]([C:10](=[O:18])[CH2:11][C:12]2[CH:17]=[CH:16][CH:15]=[CH:14][CH:13]=2)[CH:5]=[CH:6][C:7]=1[O:8][CH3:9].S([O-])([O-])(=O)=O.C([N+](CCCC)(CCCC)CCCC)CCC.C([N+](CCCC)(CCCC)CCCC)CCC.[N+:58]([O-])([O:60]C(C)C)=[O:59].S(=O)(=O)(O)O, predict the reaction product. The product is: [OH:1][C:2]1[C:3]([N+:58]([O-:60])=[O:59])=[C:4]([C:10](=[O:18])[CH2:11][C:12]2[CH:17]=[CH:16][CH:15]=[CH:14][CH:13]=2)[CH:5]=[CH:6][C:7]=1[O:8][CH3:9]. (6) Given the reactants [C:1]([OH:11])(=[O:10])[C@@H:2]([C:4]1[CH:9]=[CH:8][CH:7]=[CH:6][CH:5]=1)[OH:3].O1[B:17]([C@@H:18]([NH:23][C:24](=[O:37])[CH2:25][NH:26][C:27](=[O:36])[C:28]2[CH:33]=[C:32]([Cl:34])[CH:31]=[CH:30][C:29]=2[Cl:35])[CH2:19][CH:20]([CH3:22])[CH3:21])O[B:17]([C@@H:18]([NH:23][C:24](=[O:37])[CH2:25][NH:26][C:27](=[O:36])[C:28]2[CH:33]=[C:32]([Cl:34])[CH:31]=[CH:30][C:29]=2[Cl:35])[CH2:19][CH:20]([CH3:22])[CH3:21])O[B:17]1[C@@H:18]([NH:23][C:24](=[O:37])[CH2:25][NH:26][C:27](=[O:36])[C:28]1[CH:33]=[C:32]([Cl:34])[CH:31]=[CH:30][C:29]=1[Cl:35])[CH2:19][CH:20]([CH3:22])[CH3:21], predict the reaction product. The product is: [Cl:35][C:29]1[CH:30]=[CH:31][C:32]([Cl:34])=[CH:33][C:28]=1[C:27]([NH:26][CH2:25][C:24]([NH:23][C@H:18]([B:17]1[O:10][C:1](=[O:11])[C@@H:2]([C:4]2[CH:9]=[CH:8][CH:7]=[CH:6][CH:5]=2)[O:3]1)[CH2:19][CH:20]([CH3:22])[CH3:21])=[O:37])=[O:36]. (7) Given the reactants [N:1]([CH2:4][CH:5]([CH:13]1[CH2:18][CH2:17][N:16]([C:19]([O:21][CH2:22][CH2:23][Si:24]([CH3:27])([CH3:26])[CH3:25])=[O:20])[CH2:15][CH2:14]1)[C:6]1[CH:11]=[CH:10][C:9]([Br:12])=[CH:8][CH:7]=1)=[N+]=[N-].C1(P(C2C=CC=CC=2)C2C=CC=CC=2)C=CC=CC=1.[C:47](O[C:47]([O:49][C:50]([CH3:53])([CH3:52])[CH3:51])=[O:48])([O:49][C:50]([CH3:53])([CH3:52])[CH3:51])=[O:48], predict the reaction product. The product is: [CH3:25][Si:24]([CH3:27])([CH3:26])[CH2:23][CH2:22][O:21][C:19]([N:16]1[CH2:17][CH2:18][CH:13]([CH:5]([C:6]2[CH:11]=[CH:10][C:9]([Br:12])=[CH:8][CH:7]=2)[CH2:4][NH:1][C:47]([O:49][C:50]([CH3:53])([CH3:52])[CH3:51])=[O:48])[CH2:14][CH2:15]1)=[O:20]. (8) Given the reactants [Cl:1][C:2]1[CH:7]=[CH:6][C:5]([Cl:8])=[CH:4][C:3]=1[S:9](Cl)(=[O:11])=[O:10].Cl.Cl.[NH:15]1[CH2:20][CH2:19][CH:18]([CH2:21][N:22]2[CH2:31][CH2:30][C:29]3[C:24](=[CH:25][CH:26]=[CH:27][CH:28]=3)[CH2:23]2)[CH2:17][CH2:16]1.C(N(CC)C(C)C)(C)C, predict the reaction product. The product is: [ClH:1].[Cl:1][C:2]1[CH:7]=[CH:6][C:5]([Cl:8])=[CH:4][C:3]=1[S:9]([N:15]1[CH2:20][CH2:19][CH:18]([CH2:21][N:22]2[CH2:31][CH2:30][C:29]3[C:24](=[CH:25][CH:26]=[CH:27][CH:28]=3)[CH2:23]2)[CH2:17][CH2:16]1)(=[O:11])=[O:10]. (9) Given the reactants N([CH:4]([NH2:16])[C:5]1[CH:10]=[CH:9][C:8]([C:11]([F:14])([F:13])[F:12])=[C:7]([F:15])[CH:6]=1)=[N+]=[N-].[CH3:17]O, predict the reaction product. The product is: [F:15][C:7]1[CH:6]=[C:5]([CH:4]([NH2:16])[CH3:17])[CH:10]=[CH:9][C:8]=1[C:11]([F:12])([F:13])[F:14].